From a dataset of Catalyst prediction with 721,799 reactions and 888 catalyst types from USPTO. Predict which catalyst facilitates the given reaction. (1) Reactant: [N:1]([O-])=O.[Na+].[NH2:5][C:6]1[CH:7]=[C:8]([CH:13]=[CH:14][C:15]=1[CH3:16])[C:9]([O:11][CH3:12])=[O:10].Cl.[F:18][B-:19]([F:22])([F:21])[F:20].[Na+]. Product: [F:18][B-:19]([F:22])([F:21])[F:20].[CH3:12][O:11][C:9]([C:8]1[CH:13]=[CH:14][C:15]([CH3:16])=[C:6]([N+:5]#[N:1])[CH:7]=1)=[O:10]. The catalyst class is: 6. (2) Reactant: [F:1][C:2]([F:7])([F:6])[C:3]([OH:5])=[O:4].[C:8]([CH:10]([NH:21][C:22]([C@@H:24]1[CH2:29][CH2:28][CH2:27][CH2:26][C@@H:25]1[NH2:30])=[O:23])[C:11]1[CH:16]=[CH:15][C:14]([O:17][CH3:18])=[C:13]([O:19][CH3:20])[CH:12]=1)#[N:9].C(N(CC)CC)C.C(O)=O. Product: [F:1][C:2]([F:7])([F:6])[C:3]([OH:5])=[O:4].[C:8]([CH:10]([NH:21][C:22]([CH:24]1[CH2:29][CH2:28][CH2:27][CH2:26][CH:25]1[NH2:30])=[O:23])[C:11]1[CH:16]=[CH:15][C:14]([O:17][CH3:18])=[C:13]([O:19][CH3:20])[CH:12]=1)#[N:9]. The catalyst class is: 2. (3) Reactant: [F:1][C:2]1[CH:10]=[CH:9][C:5]([C:6]([OH:8])=[O:7])=[C:4]([OH:11])[CH:3]=1.[C:12]1(C)C=CC=C[CH:13]=1.C(=O)([O-])[O-].[K+].[K+].S(OCC)(O[CH2:29][CH3:30])(=O)=O. Product: [CH2:12]([O:11][C:4]1[CH:3]=[C:2]([F:1])[CH:10]=[CH:9][C:5]=1[C:6]([O:8][CH2:29][CH3:30])=[O:7])[CH3:13]. The catalyst class is: 310. (4) Reactant: [CH2:1]([C:3]1([CH2:27][CH3:28])[CH2:8][CH2:7][CH:6]([C:9]2[CH:10]=[C:11]([N:21]3[CH2:26][CH2:25][O:24][CH2:23][CH2:22]3)[CH:12]=[CH:13][C:14]=2[N:15]2[CH2:20][CH2:19][NH:18][CH2:17][CH2:16]2)[CH2:5][CH2:4]1)[CH3:2].C(=O)([O-])[O-].[K+].[K+].Br[CH2:36][C:37](=[O:40])[CH2:38][CH3:39].O. Product: [CH2:27]([C:3]1([CH2:1][CH3:2])[CH2:8][CH2:7][CH:6]([C:9]2[CH:10]=[C:11]([N:21]3[CH2:22][CH2:23][O:24][CH2:25][CH2:26]3)[CH:12]=[CH:13][C:14]=2[N:15]2[CH2:16][CH2:17][N:18]([CH2:36][C:37](=[O:40])[CH2:38][CH3:39])[CH2:19][CH2:20]2)[CH2:5][CH2:4]1)[CH3:28]. The catalyst class is: 42. (5) Reactant: [CH2:1]([O:3][C:4]([C:6]1[N:7]=[CH:8][N:9]([C:11]2[CH:16]=[CH:15][CH:14]=[C:13]([C:17](C)(C)[O:18][SiH2]C(C)(C)C)[CH:12]=2)[CH:10]=1)=[O:5])[CH3:2].[F-].C([N+](CCCC)(CCCC)CCCC)CCC. Product: [CH2:1]([O:3][C:4]([C:6]1[N:7]=[CH:8][N:9]([C:11]2[CH:16]=[CH:15][CH:14]=[C:13]([CH2:17][OH:18])[CH:12]=2)[CH:10]=1)=[O:5])[CH3:2]. The catalyst class is: 1. (6) Reactant: [C:1]([O:8][CH2:9][CH3:10])(=[O:7])/[CH:2]=[CH:3]/[CH2:4][CH2:5][CH3:6].CS(N)(=O)=[O:13].[OH2:16]. Product: [OH:16][C@H:2]([C@@H:3]([OH:13])[CH2:4][CH2:5][CH3:6])[C:1]([O:8][CH2:9][CH3:10])=[O:7]. The catalyst class is: 218. (7) Reactant: [O:1]1[C:9]2[C:4](=[N+:5]([O-])[CH:6]=[CH:7][CH:8]=2)[CH:3]=[CH:2]1.O=P(Cl)(Cl)[Cl:13]. Product: [Cl:13][C:8]1[CH:7]=[CH:6][N:5]=[C:4]2[CH:3]=[CH:2][O:1][C:9]=12. The catalyst class is: 22. (8) Reactant: C(O[C:4]([C:6]1[CH:10]=[C:9]([C:11]2[C:19]3[C:14](=[N:15][CH:16]=[CH:17][CH:18]=3)[NH:13][N:12]=2)[NH:8][CH:7]=1)=[O:5])C.C1C=CC2N(O)N=NC=2C=1.CCN=C=NCCCN(C)C.[CH2:41]([NH2:49])[CH2:42][C:43]1[CH:48]=[CH:47][CH:46]=[CH:45][CH:44]=1. Product: [CH2:41]([NH:49][C:4]([C:6]1[CH:10]=[C:9]([C:11]2[C:19]3[C:14](=[N:15][CH:16]=[CH:17][CH:18]=3)[NH:13][N:12]=2)[NH:8][CH:7]=1)=[O:5])[CH2:42][C:43]1[CH:48]=[CH:47][CH:46]=[CH:45][CH:44]=1. The catalyst class is: 3. (9) Reactant: [O:1]=[C:2]1[N:8]([CH:9]2[CH2:14][CH2:13][N:12]([C:15]([O:17][C@@H:18]([C:28]([OH:30])=O)[CH2:19][C:20]3[CH:25]=[C:24]([CH3:26])[CH:23]=[C:22]([CH3:27])[CH:21]=3)=[O:16])[CH2:11][CH2:10]2)[CH2:7][CH2:6][C:5]2[CH:31]=[CH:32][CH:33]=[CH:34][C:4]=2[NH:3]1.CN(C(ON1N=NC2C=CC=CC1=2)=[N+](C)C)C.[B-](F)(F)(F)F.C(N(CC)CC)C.[CH3:64][N:65]1[CH2:70][CH2:69][CH:68]([N:71]2[CH2:76][CH2:75][NH:74][CH2:73][CH2:72]2)[CH2:67][CH2:66]1. Product: [O:1]=[C:2]1[N:8]([CH:9]2[CH2:14][CH2:13][N:12]([C:15]([O:17][C@H:18]([CH2:19][C:20]3[CH:25]=[C:24]([CH3:26])[CH:23]=[C:22]([CH3:27])[CH:21]=3)[C:28]([N:74]3[CH2:73][CH2:72][N:71]([CH:68]4[CH2:69][CH2:70][N:65]([CH3:64])[CH2:66][CH2:67]4)[CH2:76][CH2:75]3)=[O:30])=[O:16])[CH2:11][CH2:10]2)[CH2:7][CH2:6][C:5]2[CH:31]=[CH:32][CH:33]=[CH:34][C:4]=2[NH:3]1. The catalyst class is: 3.